From a dataset of Forward reaction prediction with 1.9M reactions from USPTO patents (1976-2016). Predict the product of the given reaction. (1) The product is: [BrH:33].[BrH:33].[F:31][C:18]1[C:19]([O:24][C:25]2[CH:26]=[CH:27][CH:28]=[CH:29][CH:30]=2)=[C:20]([F:23])[CH:21]=[CH:22][C:17]=1[CH:11]([NH2:10])[C:12]1[NH:16][CH2:15][CH2:14][N:13]=1. Given the reactants C(OC(=O)[NH:10][CH:11]([C:17]1[CH:22]=[CH:21][C:20]([F:23])=[C:19]([O:24][C:25]2[CH:30]=[CH:29][CH:28]=[CH:27][CH:26]=2)[C:18]=1[F:31])[C:12]1[NH:13][CH2:14][CH2:15][N:16]=1)C1C=CC=CC=1.[BrH:33], predict the reaction product. (2) Given the reactants [NH2:1][C:2]1[C:3]([C:9]([NH2:11])=[O:10])=[N:4][C:5](Cl)=[CH:6][CH:7]=1.[F:12][C:13]1[CH:18]=[CH:17][C:16](B(O)O)=[CH:15][CH:14]=1.C([O-])([O-])=O.[K+].[K+], predict the reaction product. The product is: [NH2:1][C:2]1[C:3]([C:9]([NH2:11])=[O:10])=[N:4][C:5]([C:16]2[CH:17]=[CH:18][C:13]([F:12])=[CH:14][CH:15]=2)=[CH:6][CH:7]=1. (3) Given the reactants Br[C:2]1[CH:3]=[C:4]2[C:9](=[N:10][CH:11]=1)[N:8]([CH2:12][CH3:13])[CH:7]=[C:6]([C:14]([O:16][CH2:17][CH3:18])=[O:15])[C:5]2=[O:19].[CH2:20]([NH:22][C:23](=[O:43])[NH:24][C:25]1[N:30]=[CH:29][C:28](B(O)O)=[C:27]([C:34]2[S:35][CH:36]=[C:37]([C:39]([F:42])([F:41])[F:40])[N:38]=2)[CH:26]=1)[CH3:21].C(=O)([O-])[O-].[Cs+].[Cs+], predict the reaction product. The product is: [CH2:12]([N:8]1[C:9]2[C:4](=[CH:3][C:2]([C:28]3[CH:29]=[N:30][C:25]([NH:24][C:23](=[O:43])[NH:22][CH2:20][CH3:21])=[CH:26][C:27]=3[C:34]3[S:35][CH:36]=[C:37]([C:39]([F:42])([F:40])[F:41])[N:38]=3)=[CH:11][N:10]=2)[C:5](=[O:19])[C:6]([C:14]([O:16][CH2:17][CH3:18])=[O:15])=[CH:7]1)[CH3:13].